This data is from Reaction yield outcomes from USPTO patents with 853,638 reactions. The task is: Predict the reaction yield, written as a fraction of the theoretical maximum amount of product (1.0 means a 100% yield; for example, 0.34 means a 34% yield). The yield is 0.158. The reactants are [N+:1]([CH2:4][CH2:5][C:6]1[CH:18]=[CH:17][C:9]([O:10][C:11]2[CH:12]=[N:13][CH:14]=[CH:15][CH:16]=2)=[CH:8][CH:7]=1)([O-:3])=O.C[O-].[Li+].C(=O)(O)[O-].[Na+].[C:27]([C:29]1[C:30]([NH2:36])=[N:31][C:32]([NH2:35])=[CH:33][CH:34]=1)#[CH:28].C(N(CC)CC)C. The catalyst is [Ti](Cl)(Cl)(Cl)Cl.O.O1CCCC1.C(OCC)(=O)C.CO. The product is [N:13]1[CH:14]=[CH:15][CH:16]=[C:11]([O:10][C:9]2[CH:17]=[CH:18][C:6]([CH2:5][C:4]3[CH:28]=[C:27]([C:29]4[C:30]([NH2:36])=[N:31][C:32]([NH2:35])=[CH:33][CH:34]=4)[O:3][N:1]=3)=[CH:7][CH:8]=2)[CH:12]=1.